Dataset: HIV replication inhibition screening data with 41,000+ compounds from the AIDS Antiviral Screen. Task: Binary Classification. Given a drug SMILES string, predict its activity (active/inactive) in a high-throughput screening assay against a specified biological target. (1) The drug is NS(=O)(=O)c1ccc(NC(=O)c2ccccc2SSc2ccccc2C(=O)Nc2ccc(S(N)(=O)=O)cc2)cc1. The result is 1 (active). (2) The result is 0 (inactive). The molecule is Cc1cccc(C2NC(=S)N3C(c4cccc(C)c4)NC(=S)N23)c1. (3) The drug is CC(C)C1=C(Cc2ccccc2)C(=O)OC1=Cc1cc(Cl)c(O)c(Cl)c1. The result is 0 (inactive). (4) The molecule is CCN(CC)c1ccc(C(=C2C=CC(=[N+](CC)CC)C=C2)c2ccccc2)cc1.O=S(=O)(O)O. The result is 0 (inactive). (5) The compound is COc1cc(C2c3cc4c(cc3OC(NNS(=O)(=O)c3ccc(C)cc3)C2C)OCO4)cc(OC)c1OC. The result is 0 (inactive). (6) The molecule is C=C1OC(=O)C(=CCCCCCCCCCCCCCCCCC)C1O. The result is 0 (inactive). (7) The compound is O=C1CCCCCC1=Cc1ccc(F)cc1. The result is 0 (inactive).